The task is: Predict the product of the given reaction.. This data is from Forward reaction prediction with 1.9M reactions from USPTO patents (1976-2016). (1) The product is: [CH3:22][C:23]1[CH:28]=[CH:27][C:26]([N+:29]([O-:31])=[O:30])=[CH:25][C:24]=1[S:32]([N:1]1[CH:5]=[CH:4][C:3]([C:6]2[C:15]3[C:10](=[CH:11][CH:12]=[CH:13][CH:14]=3)[N:9]=[CH:8][CH:7]=2)=[N:2]1)(=[O:34])=[O:33]. Given the reactants [NH:1]1[CH:5]=[CH:4][C:3]([C:6]2[C:15]3[C:10](=[CH:11][CH:12]=[CH:13][CH:14]=3)[N:9]=[CH:8][CH:7]=2)=[N:2]1.C(=O)([O-])[O-].[K+].[K+].[CH3:22][C:23]1[CH:28]=[CH:27][C:26]([N+:29]([O-:31])=[O:30])=[CH:25][C:24]=1[S:32](Cl)(=[O:34])=[O:33], predict the reaction product. (2) Given the reactants [Cl:1][C:2]1[CH:7]=[CH:6][C:5]([Cl:8])=[CH:4][C:3]=1[C:9]1[N:13]2[C:14]3[C:19]([N:20]=[C:21]([CH3:22])[C:12]2=[C:11]([CH3:24])[N:10]=1)=[CH:18][CH:17]=[C:16](F)[CH:15]=3.FC1C=C(Cl)C=CC=1[N+]([O-])=O, predict the reaction product. The product is: [Cl:1][C:2]1[CH:7]=[CH:6][C:5]([Cl:8])=[CH:4][C:3]=1[C:9]1[N:13]2[C:14]3[C:19]([N:20]=[C:21]([CH3:22])[C:12]2=[C:11]([CH3:24])[N:10]=1)=[CH:18][CH:17]=[CH:16][CH:15]=3. (3) Given the reactants C([O:4][C:5]1[CH:6]=[C:7]2[C:12](=[CH:13][CH:14]=1)[O:11][C@@H:10]([CH2:15][N:16](C(OCC1C=CC=CC=1)=O)[CH2:17][CH2:18][CH2:19][CH2:20][N:21]1[C:25](=[O:26])[C:24]3[CH:27]=[CH:28][CH:29]=[CH:30][C:23]=3[S:22]1(=[O:32])=[O:31])[CH2:9][CH2:8]2)(=O)C.[ClH:43], predict the reaction product. The product is: [ClH:43].[OH:4][C:5]1[CH:6]=[C:7]2[C:12](=[CH:13][CH:14]=1)[O:11][C@@H:10]([CH2:15][NH:16][CH2:17][CH2:18][CH2:19][CH2:20][N:21]1[C:25](=[O:26])[C:24]3[CH:27]=[CH:28][CH:29]=[CH:30][C:23]=3[S:22]1(=[O:32])=[O:31])[CH2:9][CH2:8]2. (4) Given the reactants CN(C=O)C.Cl[CH2:7][CH2:8][CH2:9][O:10][C:11]1[CH:12]=[CH:13][C:14]([N+:19]([O-:21])=[O:20])=[C:15]([CH2:17][OH:18])[CH:16]=1.[N-:22]=[N+:23]=[N-:24].[Na+], predict the reaction product. The product is: [N:22]([CH2:7][CH2:8][CH2:9][O:10][C:11]1[CH:12]=[CH:13][C:14]([N+:19]([O-:21])=[O:20])=[C:15]([CH2:17][OH:18])[CH:16]=1)=[N+:23]=[N-:24]. (5) The product is: [CH3:70][C:69]1[CH:68]=[CH:67][C:66]([NH:71][C:72](=[O:83])[C:73]2[CH:78]=[CH:77][CH:76]=[C:75]([C:79]([F:81])([F:82])[F:80])[CH:74]=2)=[CH:65][C:64]=1[N:58]1[C:57](=[O:84])[C:56]2[C:61](=[CH:62][CH:63]=[C:54]([N:85]3[CH2:90][CH2:89][O:88][CH2:87][CH2:86]3)[CH:55]=2)[N:60]=[CH:59]1. Given the reactants CC(C)([O-])C.[Na+].C1C=CC(P(C2C(C3C(P(C4C=CC=CC=4)C4C=CC=CC=4)=CC=C4C=3C=CC=C4)=C3C(C=CC=C3)=CC=2)C2C=CC=CC=2)=CC=1.Br[C:54]1[CH:55]=[C:56]2[C:61](=[CH:62][CH:63]=1)[N:60]=[CH:59][N:58]([C:64]1[CH:65]=[C:66]([NH:71][C:72](=[O:83])[C:73]3[CH:78]=[CH:77][CH:76]=[C:75]([C:79]([F:82])([F:81])[F:80])[CH:74]=3)[CH:67]=[CH:68][C:69]=1[CH3:70])[C:57]2=[O:84].[NH:85]1[CH2:90][CH2:89][O:88][CH2:87][CH2:86]1, predict the reaction product. (6) Given the reactants [CH3:1][C:2]1[O:3][C:4]([C:10]([F:13])([F:12])[F:11])=[C:5]([C:7]([OH:9])=O)[N:6]=1.C(Cl)(=O)C(Cl)=O.[NH2:20][C:21]1[CH:22]=[C:23]([CH:40]=[CH:41][C:42]=1[CH3:43])[O:24][C:25]1[CH:26]=[CH:27][C:28]2[N:29]([N:31]=[C:32]([NH:34][C:35]([CH:37]3[CH2:39][CH2:38]3)=[O:36])[N:33]=2)[CH:30]=1.C(=O)([O-])[O-].[Na+].[Na+], predict the reaction product. The product is: [CH:37]1([C:35]([NH:34][C:32]2[N:33]=[C:28]3[CH:27]=[CH:26][C:25]([O:24][C:23]4[CH:40]=[CH:41][C:42]([CH3:43])=[C:21]([NH:20][C:7]([C:5]5[N:6]=[C:2]([CH3:1])[O:3][C:4]=5[C:10]([F:13])([F:12])[F:11])=[O:9])[CH:22]=4)=[CH:30][N:29]3[N:31]=2)=[O:36])[CH2:38][CH2:39]1.